The task is: Predict hERG channel inhibition at various concentrations.. This data is from hERG Central: cardiac toxicity at 1µM, 10µM, and general inhibition. (1) The drug is O=C(c1ccccc1-n1cccc1)N1N=C(C(F)F)CC1(O)C(F)F. Results: hERG_inhib (hERG inhibition (general)): blocker. (2) The molecule is Cc1ccc(Sc2ccc(CN3CCCC3)cc2[N+](=O)[O-])cc1. Results: hERG_inhib (hERG inhibition (general)): blocker. (3) The compound is O=C(Cn1cc(SCc2ccc(Cl)cc2)c2ccccc21)N1CCOCC1. Results: hERG_inhib (hERG inhibition (general)): blocker. (4) The molecule is O=C(CSc1nc2ccccc2c(=O)n1Cc1ccc(C(=O)NC2CC2)cc1)NCc1ccco1. Results: hERG_inhib (hERG inhibition (general)): blocker. (5) The compound is COc1ccc(C(=O)N2CCC(CCC(=O)Nc3cccc(C)c3)CC2)cc1. Results: hERG_inhib (hERG inhibition (general)): blocker. (6) The molecule is O=C(CN1CCN(c2ccccc2F)CC1)c1ccc(O)c(O)c1. Results: hERG_inhib (hERG inhibition (general)): blocker. (7) The molecule is COc1ccc2nc(NC(=O)[C@@H]3CCCN3C(=O)c3cccs3)sc2c1. Results: hERG_inhib (hERG inhibition (general)): blocker.